Dataset: Peptide-MHC class I binding affinity with 185,985 pairs from IEDB/IMGT. Task: Regression. Given a peptide amino acid sequence and an MHC pseudo amino acid sequence, predict their binding affinity value. This is MHC class I binding data. (1) The peptide sequence is DDVSREKSM. The MHC is HLA-B44:03 with pseudo-sequence HLA-B44:03. The binding affinity (normalized) is 0. (2) The peptide sequence is AVMLVHTYY. The MHC is HLA-B08:03 with pseudo-sequence HLA-B08:03. The binding affinity (normalized) is 0.0847. (3) The peptide sequence is KGINPNYL. The MHC is H-2-Kb with pseudo-sequence H-2-Kb. The binding affinity (normalized) is 0.0735. (4) The peptide sequence is NRKAIDFLL. The MHC is HLA-A24:02 with pseudo-sequence HLA-A24:02. The binding affinity (normalized) is 0.